Dataset: NCI-60 drug combinations with 297,098 pairs across 59 cell lines. Task: Regression. Given two drug SMILES strings and cell line genomic features, predict the synergy score measuring deviation from expected non-interaction effect. (1) Drug 1: CCC1(CC2CC(C3=C(CCN(C2)C1)C4=CC=CC=C4N3)(C5=C(C=C6C(=C5)C78CCN9C7C(C=CC9)(C(C(C8N6C=O)(C(=O)OC)O)OC(=O)C)CC)OC)C(=O)OC)O.OS(=O)(=O)O. Drug 2: C1=NNC2=C1C(=O)NC=N2. Cell line: IGROV1. Synergy scores: CSS=-2.94, Synergy_ZIP=1.20, Synergy_Bliss=-0.560, Synergy_Loewe=-3.02, Synergy_HSA=-2.95. (2) Drug 1: CC(CN1CC(=O)NC(=O)C1)N2CC(=O)NC(=O)C2. Drug 2: CCCCC(=O)OCC(=O)C1(CC(C2=C(C1)C(=C3C(=C2O)C(=O)C4=C(C3=O)C=CC=C4OC)O)OC5CC(C(C(O5)C)O)NC(=O)C(F)(F)F)O. Cell line: TK-10. Synergy scores: CSS=9.86, Synergy_ZIP=-4.69, Synergy_Bliss=-2.15, Synergy_Loewe=-13.1, Synergy_HSA=-1.23. (3) Drug 1: CCC1=CC2CC(C3=C(CN(C2)C1)C4=CC=CC=C4N3)(C5=C(C=C6C(=C5)C78CCN9C7C(C=CC9)(C(C(C8N6C)(C(=O)OC)O)OC(=O)C)CC)OC)C(=O)OC.C(C(C(=O)O)O)(C(=O)O)O. Drug 2: C1=CC(=C2C(=C1NCCNCCO)C(=O)C3=C(C=CC(=C3C2=O)O)O)NCCNCCO. Cell line: A549. Synergy scores: CSS=59.3, Synergy_ZIP=-0.517, Synergy_Bliss=-1.88, Synergy_Loewe=-0.427, Synergy_HSA=2.75. (4) Drug 1: C1=NC(=NC(=O)N1C2C(C(C(O2)CO)O)O)N. Drug 2: CN(C(=O)NC(C=O)C(C(C(CO)O)O)O)N=O. Cell line: OVCAR-5. Synergy scores: CSS=6.08, Synergy_ZIP=-2.62, Synergy_Bliss=1.43, Synergy_Loewe=-19.9, Synergy_HSA=-1.64. (5) Drug 1: CC(C)(C#N)C1=CC(=CC(=C1)CN2C=NC=N2)C(C)(C)C#N. Drug 2: CCC1(C2=C(COC1=O)C(=O)N3CC4=CC5=C(C=CC(=C5CN(C)C)O)N=C4C3=C2)O.Cl. Cell line: NCI-H322M. Synergy scores: CSS=1.05, Synergy_ZIP=-0.126, Synergy_Bliss=1.22, Synergy_Loewe=-4.96, Synergy_HSA=-2.14.